From a dataset of hERG Central: cardiac toxicity at 1µM, 10µM, and general inhibition. Predict hERG channel inhibition at various concentrations. (1) The compound is Br.CCCn1c(=N)n(CC(=O)c2ccc(Cl)c(Cl)c2)c2ccccc21. Results: hERG_inhib (hERG inhibition (general)): blocker. (2) The drug is CC(C(=O)O/N=C(\N)c1cccnc1)c1ccc([N+](=O)[O-])cc1. Results: hERG_inhib (hERG inhibition (general)): blocker. (3) The compound is O=C(O)C(=O)O.c1ccc2c(OCCCN3CCCCCC3)cccc2c1. Results: hERG_inhib (hERG inhibition (general)): blocker.